From a dataset of Reaction yield outcomes from USPTO patents with 853,638 reactions. Predict the reaction yield, written as a fraction of the theoretical maximum amount of product (1.0 means a 100% yield; for example, 0.34 means a 34% yield). (1) The reactants are [CH2:1]([C:3]1[CH:7]=[C:6]([NH:8][C:9](=O)[O:10]C2C=CC=CC=2)[N:5]([C:18]2[CH:23]=[CH:22][CH:21]=[CH:20][CH:19]=2)[N:4]=1)[CH3:2].[CH3:24][O:25][C:26]1[CH:27]=[C:28]2[C:33](=[CH:34][C:35]=1[O:36][CH3:37])[N:32]=[CH:31][N:30]=[C:29]2[O:38][C:39]1[CH:40]=[C:41]([CH:43]=[CH:44][CH:45]=1)[NH2:42]. The catalyst is CS(C)=O.C(OCC)(=O)C. The product is [CH3:24][O:25][C:26]1[CH:27]=[C:28]2[C:33](=[CH:34][C:35]=1[O:36][CH3:37])[N:32]=[CH:31][N:30]=[C:29]2[O:38][C:39]1[CH:40]=[C:41]([NH:42][C:9]([NH:8][C:6]2[N:5]([C:18]3[CH:19]=[CH:20][CH:21]=[CH:22][CH:23]=3)[N:4]=[C:3]([CH2:1][CH3:2])[CH:7]=2)=[O:10])[CH:43]=[CH:44][CH:45]=1. The yield is 0.320. (2) The reactants are [C:1]([C:5]1[N:19]=[C:8]2[N:9]=[CH:10][C:11]([C:13]#[C:14][Si](C)(C)C)=[CH:12][N:7]2[N:6]=1)([CH3:4])([CH3:3])[CH3:2].[F:20][C:21]1[CH:26]=[CH:25][C:24]([F:27])=[CH:23][C:22]=1I.CCN(CC)CC.CCCC[N+](CCCC)(CCCC)CCCC.[F-].C1COCC1. The catalyst is CN(C=O)C.C1C=CC(P(C2C=CC=CC=2)C2C=CC=CC=2)=CC=1.C1C=CC(P(C2C=CC=CC=2)C2C=CC=CC=2)=CC=1.Cl[Pd]Cl.[Cu]I.C1(P(C2C=CC=CC=2)C2C=CC=CC=2)C=CC=CC=1. The product is [C:1]([C:5]1[N:19]=[C:8]2[N:9]=[CH:10][C:11]([C:13]#[C:14][C:25]3[CH:26]=[C:21]([F:20])[CH:22]=[CH:23][C:24]=3[F:27])=[CH:12][N:7]2[N:6]=1)([CH3:4])([CH3:3])[CH3:2]. The yield is 0.640. (3) The reactants are Br[C:2]1[CH:7]=[CH:6][C:5]([C:8]2([C:12]([NH2:14])=[O:13])[CH2:11][CH2:10][CH2:9]2)=[CH:4][CH:3]=1.CC1(C)COB(B2OCC(C)(C)CO2)OC1.C([O-])(=O)C.[K+].Br[C:37]1[CH:38]=[C:39]2[C:43](=[CH:44][C:45]=1[Cl:46])[NH:42][N:41]=[C:40]2[C:47]([OH:49])=[O:48].C(=O)([O-])[O-].[K+].[K+].Cl. The catalyst is O1CCOCC1.C1C=CC(P(C2C=CC=CC=2)[C-]2C=CC=C2)=CC=1.C1C=CC(P(C2C=CC=CC=2)[C-]2C=CC=C2)=CC=1.Cl[Pd]Cl.[Fe+2].O.CCO. The product is [C:12]([C:8]1([C:5]2[CH:6]=[CH:7][C:2]([C:37]3[CH:38]=[C:39]4[C:43](=[CH:44][C:45]=3[Cl:46])[NH:42][N:41]=[C:40]4[C:47]([OH:49])=[O:48])=[CH:3][CH:4]=2)[CH2:11][CH2:10][CH2:9]1)(=[O:13])[NH2:14]. The yield is 0.0300. (4) The reactants are [CH3:1][N:2]([S:15]([C:18]1[S:19][CH:20]=[CH:21][CH:22]=1)(=[O:17])=[O:16])[C:3]1[CH:4]=[CH:5][CH:6]=[C:7]2[C:11]=1[NH:10][C:9]([C:12](=[S:14])[NH2:13])=[CH:8]2.Br[CH:24]([CH:32]=O)[CH2:25][CH2:26][C:27]([O:29][CH2:30][CH3:31])=[O:28].CN(C)C(=O)C. The catalyst is O. The product is [CH3:1][N:2]([S:15]([C:18]1[S:19][CH:20]=[CH:21][CH:22]=1)(=[O:17])=[O:16])[C:3]1[CH:4]=[CH:5][CH:6]=[C:7]2[C:11]=1[NH:10][C:9]([C:12]1[S:14][C:24]([CH2:25][CH2:26][C:27]([O:29][CH2:30][CH3:31])=[O:28])=[CH:32][N:13]=1)=[CH:8]2. The yield is 0.700. (5) The reactants are Cl[C:2]1[N:3]=[C:4]([N:15]2[CH2:20][CH2:19][O:18][CH2:17][CH2:16]2)[C:5]2[CH2:10][N:9]([C:11]([O:13][CH3:14])=[O:12])[CH2:8][C:6]=2[N:7]=1.[CH2:21]([NH:23][C:24]([NH:26][C:27]1[CH:32]=[CH:31][C:30](B2OC(C)(C)C(C)(C)O2)=[C:29]([F:42])[CH:28]=1)=[O:25])[CH3:22]. No catalyst specified. The product is [CH2:21]([NH:23][C:24](=[O:25])[NH:26][C:27]1[CH:32]=[CH:31][C:30]([C:2]2[N:3]=[C:4]([N:15]3[CH2:20][CH2:19][O:18][CH2:17][CH2:16]3)[C:5]3[CH2:10][N:9]([C:11]([O:13][CH3:14])=[O:12])[CH2:8][C:6]=3[N:7]=2)=[C:29]([F:42])[CH:28]=1)[CH3:22]. The yield is 0.160. (6) The reactants are [N+:1]([C:4]1[CH:30]=[CH:29][CH:28]=[CH:27][C:5]=1[CH2:6][C:7]1[C:11]2[C:12](=[O:26])[N:13]([C:20]3[CH:25]=[CH:24][CH:23]=[CH:22][CH:21]=3)[C:14]3[N:15]=[CH:16][CH:17]=[CH:18][C:19]=3[C:10]=2[NH:9][N:8]=1)([O-])=O. The catalyst is CN(C=O)C.CO.[C].[Pd]. The product is [NH2:1][C:4]1[CH:30]=[CH:29][CH:28]=[CH:27][C:5]=1[CH2:6][C:7]1[C:11]2[C:12](=[O:26])[N:13]([C:20]3[CH:25]=[CH:24][CH:23]=[CH:22][CH:21]=3)[C:14]3[N:15]=[CH:16][CH:17]=[CH:18][C:19]=3[C:10]=2[NH:9][N:8]=1. The yield is 1.00. (7) The reactants are [CH3:1][O:2][CH2:3][CH2:4][CH2:5][O:6][C:7]1[CH:8]=[C:9]([CH:37]=[CH:38][C:39]=1[O:40][CH3:41])[CH2:10][C@H:11]([CH:34]([CH3:36])[CH3:35])[CH2:12][C@H:13]([NH:26]C(OC(C)(C)C)=O)[C@@H:14]([OH:25])[CH2:15][NH:16][C:17](=[O:24])[O:18][CH2:19][CH2:20][CH2:21][CH2:22][CH3:23].FC(F)(F)C(O)=O. The catalyst is C(Cl)Cl. The product is [CH3:1][O:2][CH2:3][CH2:4][CH2:5][O:6][C:7]1[CH:8]=[C:9]([CH:37]=[CH:38][C:39]=1[O:40][CH3:41])[CH2:10][C@H:11]([CH:34]([CH3:36])[CH3:35])[CH2:12][C@H:13]([NH2:26])[C@@H:14]([OH:25])[CH2:15][NH:16][C:17](=[O:24])[O:18][CH2:19][CH2:20][CH2:21][CH2:22][CH3:23]. The yield is 0.830.